This data is from Catalyst prediction with 721,799 reactions and 888 catalyst types from USPTO. The task is: Predict which catalyst facilitates the given reaction. (1) Reactant: [H-].[Na+].[CH3:3][C:4]1[CH:8]=[C:7]([CH3:9])[NH:6][N:5]=1.Br[CH2:11][CH2:12][F:13]. Product: [F:13][CH2:12][CH2:11][N:5]1[C:4]([CH3:3])=[CH:8][C:7]([CH3:9])=[N:6]1. The catalyst class is: 18. (2) Product: [NH:12]1[C:13]2[CH:19]=[CH:18][CH:17]=[CH:16][C:14]=2[N:15]=[C:11]1[CH2:10][CH2:9][N:6]1[C:7]2[N:8]=[CH:22][NH:1][C:2]=2[C:3](=[O:21])[NH:4][C:5]1=[S:20]. Reactant: [NH2:1][C:2]1[C:3](=[O:21])[NH:4][C:5](=[S:20])[N:6]([CH2:9][CH2:10][C:11]2[NH:15][C:14]3[CH:16]=[CH:17][CH:18]=[CH:19][C:13]=3[N:12]=2)[C:7]=1[NH2:8].[C:22](O)(=O)C.C(N)=N. The catalyst class is: 16.